Dataset: Full USPTO retrosynthesis dataset with 1.9M reactions from patents (1976-2016). Task: Predict the reactants needed to synthesize the given product. (1) Given the product [OH:43][N:1]1[C:2]2[C:3](=[CH:8][CH:9]=[CH:10][CH:11]=2)[CH:4]=[N:6][C:14]1=[O:15], predict the reactants needed to synthesize it. The reactants are: [NH2:1][C:2]1[CH:11]=[CH:10][CH:9]=[CH:8][C:3]=1[C:4]([NH:6]O)=O.BrC[C:14](O)=[O:15].C1CN([P+](Br)(N2CCCC2)N2CCCC2)CC1.F[P-](F)(F)(F)(F)F.CC(N(C)C)=[O:43]. (2) Given the product [NH2:1][C:2]1[C:7]([CH2:8][OH:9])=[CH:6][C:5]([C:10]2[CH:15]=[CH:14][C:13]3[N:16]([C:17]([CH3:18])([CH3:20])[CH3:19])[C:29]([C:28]4[CH:31]=[CH:32][CH:33]=[CH:34][C:27]=4[N:22]4[CH:26]=[N:25][CH:24]=[N:23]4)=[N:21][C:12]=3[CH:11]=2)=[CH:4][N:3]=1, predict the reactants needed to synthesize it. The reactants are: [NH2:1][C:2]1[C:7]([CH2:8][OH:9])=[CH:6][C:5]([C:10]2[CH:15]=[CH:14][C:13]([NH:16][C:17]([CH3:20])([CH3:19])[CH3:18])=[C:12]([NH2:21])[CH:11]=2)=[CH:4][N:3]=1.[N:22]1([C:27]2[CH:34]=[CH:33][CH:32]=[CH:31][C:28]=2[CH:29]=O)[CH:26]=[N:25][CH:24]=[N:23]1.OOS([O-])=O.[K+].S([O-])([O-])(=O)=S.[Na+].[Na+]. (3) Given the product [Si:17]([O:1][CH2:2][CH2:3][CH2:4][C:5](=[O:7])[CH3:6])([C:14]([CH3:16])([CH3:15])[CH3:13])([CH3:19])[CH3:18], predict the reactants needed to synthesize it. The reactants are: [OH:1][CH2:2][CH2:3][CH2:4][C:5](=[O:7])[CH3:6].N1C=CN=C1.[CH3:13][C:14]([Si:17](Cl)([CH3:19])[CH3:18])([CH3:16])[CH3:15]. (4) The reactants are: [CH3:1][C:2]1[CH:7]=[C:6]([CH3:8])[CH:5]=[CH:4][C:3]=1[N:9]([CH2:20][CH:21]([CH3:23])[CH3:22])[S:10]([C:13]1[CH:18]=[CH:17][C:16]([OH:19])=[CH:15][CH:14]=1)(=[O:12])=[O:11].O[CH2:25][C:26]1[NH:31][C:30](=[O:32])[NH:29][C:28](=[O:33])[CH:27]=1.C1(P(C2C=CC=CC=2)C2C=CC=CC=2)C=CC=CC=1.N(C(OC(C)C)=O)=NC(OC(C)C)=O. Given the product [CH3:1][C:2]1[CH:7]=[C:6]([CH3:8])[CH:5]=[CH:4][C:3]=1[N:9]([CH2:20][CH:21]([CH3:23])[CH3:22])[S:10]([C:13]1[CH:18]=[CH:17][C:16]([O:19][CH2:25][C:26]2[NH:31][C:30](=[O:32])[NH:29][C:28](=[O:33])[CH:27]=2)=[CH:15][CH:14]=1)(=[O:12])=[O:11], predict the reactants needed to synthesize it. (5) Given the product [Cl-:27].[CH3:2][C:5]1[C:14]2[C:9](=[CH:10][C:11]([O:17][CH3:18])=[C:12]([O:15][CH3:16])[CH:13]=2)[CH:8]=[CH:7][N+:6]=1[CH2:36][C:35]1[CH:38]=[CH:39][C:32]([C:28]([CH3:31])([CH3:30])[CH3:29])=[CH:33][CH:34]=1, predict the reactants needed to synthesize it. The reactants are: [Cl-].[CH2:2]([C:5]1[C:14]2[C:9](=[CH:10][C:11]([O:17][CH3:18])=[C:12]([O:15][CH3:16])[CH:13]=2)[CH:8]=[CH:7][N+:6]=1CC1C(F)=CC=CC=1[Cl:27])CC.[C:28]([C:32]1[CH:39]=[CH:38][C:35]([CH2:36]Cl)=[CH:34][CH:33]=1)([CH3:31])([CH3:30])[CH3:29]. (6) Given the product [CH:1]1([CH2:4][N:5]2[CH:10]=[C:9]([O:11][CH2:25][CH2:26][N:27]3[C:31]4=[N:32][C:33]5[CH:38]=[CH:37][CH:36]=[CH:35][C:34]=5[N:30]4[CH2:29][CH2:28]3)[C:8](=[O:12])[C:7]([C:13]3[N:17]([C:18]4[CH:23]=[CH:22][CH:21]=[CH:20][CH:19]=4)[N:16]=[CH:15][CH:14]=3)=[N:6]2)[CH2:2][CH2:3]1, predict the reactants needed to synthesize it. The reactants are: [CH:1]1([CH2:4][N:5]2[CH:10]=[C:9]([OH:11])[C:8](=[O:12])[C:7]([C:13]3[N:17]([C:18]4[CH:23]=[CH:22][CH:21]=[CH:20][CH:19]=4)[N:16]=[CH:15][CH:14]=3)=[N:6]2)[CH2:3][CH2:2]1.Cl[CH2:25][CH2:26][N:27]1[C:31]2=[N:32][C:33]3[CH:38]=[CH:37][CH:36]=[CH:35][C:34]=3[N:30]2[CH2:29][CH2:28]1.C(=O)([O-])[O-].[Cs+].[Cs+].[I-].[Na+]. (7) Given the product [Cl:28][CH2:27][CH:3]1[CH2:2][N:12]2[C:13]3[C:9]([C:10]([S:14]([C:17]4[C:26]5[C:21](=[CH:22][CH:23]=[CH:24][CH:25]=5)[CH:20]=[CH:19][CH:18]=4)(=[O:15])=[O:16])=[N:11]2)=[CH:8][CH:7]=[CH:6][C:5]=3[O:4]1, predict the reactants needed to synthesize it. The reactants are: Cl[CH2:2][CH:3]([CH2:27][Cl:28])[O:4][C:5]1[CH:6]=[CH:7][CH:8]=[C:9]2[C:13]=1[NH:12][N:11]=[C:10]2[S:14]([C:17]1[C:26]2[C:21](=[CH:22][CH:23]=[CH:24][CH:25]=2)[CH:20]=[CH:19][CH:18]=1)(=[O:16])=[O:15].C(N(CC)CC)C.